This data is from CYP2C9 inhibition data for predicting drug metabolism from PubChem BioAssay. The task is: Regression/Classification. Given a drug SMILES string, predict its absorption, distribution, metabolism, or excretion properties. Task type varies by dataset: regression for continuous measurements (e.g., permeability, clearance, half-life) or binary classification for categorical outcomes (e.g., BBB penetration, CYP inhibition). Dataset: cyp2c9_veith. The drug is N#Cc1c(N2CCCC(O)C2)nc(N)c2c(N)nc3c(c12)CC(=O)N3C12CC3CC(CC(C3)C1)C2. The result is 1 (inhibitor).